Dataset: Forward reaction prediction with 1.9M reactions from USPTO patents (1976-2016). Task: Predict the product of the given reaction. (1) Given the reactants [CH3:1][C:2]1[CH:3]=[C:4]([NH2:8])[CH:5]=[N:6][CH:7]=1.[C:9]([O:13][C:14](O[C:14]([O:13][C:9]([CH3:12])([CH3:11])[CH3:10])=[O:15])=[O:15])([CH3:12])([CH3:11])[CH3:10], predict the reaction product. The product is: [CH3:1][C:2]1[CH:3]=[C:4]([NH:8][C:14](=[O:15])[O:13][C:9]([CH3:12])([CH3:11])[CH3:10])[CH:5]=[N:6][CH:7]=1. (2) Given the reactants [CH3:1][C:2]1([CH3:15])[C:11]2[C:6](=[CH:7][CH:8]=[C:9]([CH:12]=[O:13])[CH:10]=2)[S:5](=[O:14])[CH2:4][CH2:3]1.C1C[O:19]CC1.OO, predict the reaction product. The product is: [CH3:1][C:2]1([CH3:15])[C:11]2[C:6](=[CH:7][CH:8]=[C:9]([CH:12]=[O:13])[CH:10]=2)[S:5](=[O:19])(=[O:14])[CH2:4][CH2:3]1. (3) Given the reactants [F:1][C:2]1[CH:3]=[N:4][C:5]2[C:10]([C:11]=1[CH2:12][CH2:13][C:14]13[CH2:21][CH2:20][C:17]([NH:22][C:23](=[O:29])[O:24][C:25]([CH3:28])([CH3:27])[CH3:26])([CH2:18][CH2:19]1)[CH2:16][O:15]3)=[N:9][C:8]([OH:30])=[CH:7][CH:6]=2.Br[CH2:32][CH2:33][CH2:34][C:35]([O:37][CH2:38][CH3:39])=[O:36], predict the reaction product. The product is: [C:25]([O:24][C:23]([NH:22][C:17]12[CH2:18][CH2:19][C:14]([CH2:13][CH2:12][C:11]3[C:2]([F:1])=[CH:3][N:4]=[C:5]4[C:10]=3[N:9]=[C:8]([O:30][CH2:32][CH2:33][CH2:34][C:35]([O:37][CH2:38][CH3:39])=[O:36])[CH:7]=[CH:6]4)([CH2:21][CH2:20]1)[O:15][CH2:16]2)=[O:29])([CH3:27])([CH3:26])[CH3:28]. (4) Given the reactants [Cl:1][C:2]1[CH:10]=[C:9]2[C:5]([CH2:6][C:7](=[O:11])[NH:8]2)=[CH:4][CH:3]=1.[C:12]([Si:16]([CH3:26])([CH3:25])[O:17][CH2:18][C:19]([CH3:24])([CH3:23])[CH2:20][CH:21]=O)([CH3:15])([CH3:14])[CH3:13].C[O-].[Na+], predict the reaction product. The product is: [C:12]([Si:16]([CH3:25])([CH3:26])[O:17][CH2:18][C:19]([CH3:24])([CH3:23])[CH2:20]/[CH:21]=[C:6]1\[C:7](=[O:11])[NH:8][C:9]2[C:5]\1=[CH:4][CH:3]=[C:2]([Cl:1])[CH:10]=2)([CH3:15])([CH3:14])[CH3:13]. (5) Given the reactants C[O:2][C:3]1[CH:4]=[C:5]([S:11]([N:14]([CH2:28][CH2:29][CH2:30][CH2:31][CH2:32][CH3:33])[S:15]([C:18]2[CH:23]=[CH:22][C:21]([O:24]C)=[C:20]([O:26]C)[CH:19]=2)(=[O:17])=[O:16])(=[O:13])=[O:12])[CH:6]=[CH:7][C:8]=1[O:9]C, predict the reaction product. The product is: [OH:2][C:3]1[CH:4]=[C:5]([S:11]([N:14]([CH2:28][CH2:29][CH2:30][CH2:31][CH2:32][CH3:33])[S:15]([C:18]2[CH:23]=[CH:22][C:21]([OH:24])=[C:20]([OH:26])[CH:19]=2)(=[O:17])=[O:16])(=[O:12])=[O:13])[CH:6]=[CH:7][C:8]=1[OH:9]. (6) Given the reactants [NH2:1][CH2:2][CH:3]([NH:12][C:13](=[O:19])[O:14][C:15]([CH3:18])([CH3:17])[CH3:16])[C:4]1[CH:9]=[CH:8][CH:7]=[C:6]([Cl:10])[C:5]=1[Cl:11].Cl.[O-:21][C:22]#[N:23].[K+], predict the reaction product. The product is: [C:22]([NH:1][CH2:2][CH:3]([NH:12][C:13](=[O:19])[O:14][C:15]([CH3:16])([CH3:18])[CH3:17])[C:4]1[CH:9]=[CH:8][CH:7]=[C:6]([Cl:10])[C:5]=1[Cl:11])(=[O:21])[NH2:23].